Dataset: Full USPTO retrosynthesis dataset with 1.9M reactions from patents (1976-2016). Task: Predict the reactants needed to synthesize the given product. (1) Given the product [Br:27][C:12]1[N:8]([C:5]2[CH:4]=[CH:3][C:2]([F:1])=[CH:7][CH:6]=2)[CH:9]=[N:10][C:11]=1[C:13]1[CH:18]=[CH:17][C:16]([F:19])=[CH:15][CH:14]=1, predict the reactants needed to synthesize it. The reactants are: [F:1][C:2]1[CH:7]=[CH:6][C:5]([N:8]2[CH:12]=[C:11]([C:13]3[CH:18]=[CH:17][C:16]([F:19])=[CH:15][CH:14]=3)[N:10]=[CH:9]2)=[CH:4][CH:3]=1.C1C(=O)N([Br:27])C(=O)C1. (2) Given the product [C:1]([O:5][C:6]([N:8]1[CH:15]2[CH:11]([C:12]([C:16]#[C:17][C:18]3[CH:23]=[CH:22][CH:21]=[CH:20][CH:24]=3)=[N:13][O:14]2)[CH2:10][CH2:9]1)=[O:7])([CH3:2])([CH3:3])[CH3:4], predict the reactants needed to synthesize it. The reactants are: [C:1]([O:5][C:6]([N:8]1[CH:15]2[CH:11]([C:12]([C:16]#[C:17][C:18]3[CH:23]=[CH:22][CH:21]=[C:20]([CH3:24])N=3)=[N:13][O:14]2)[CH2:10][CH2:9]1)=[O:7])([CH3:4])([CH3:3])[CH3:2].IC1C=CC=CC=1. (3) Given the product [Cl:3][C:17]1[N:18]=[CH:19][N:20]=[C:21]2[N:13]([C:12]3[CH:11]=[CH:10][N:9]=[CH:8][C:7]=3[CH3:6])[N:14]=[CH:15][C:16]=12, predict the reactants needed to synthesize it. The reactants are: P(Cl)(Cl)([Cl:3])=O.[CH3:6][C:7]1[CH:8]=[N:9][CH:10]=[CH:11][C:12]=1[N:13]1[C:21]2[NH:20][CH:19]=[N:18][C:17](=O)[C:16]=2[CH:15]=[N:14]1. (4) Given the product [Br:1][C:2]1[CH:14]=[CH:13][C:5]2[S:6][C:7]([C:9]([OH:11])=[O:10])=[CH:8][C:4]=2[CH:3]=1, predict the reactants needed to synthesize it. The reactants are: [Br:1][C:2]1[CH:14]=[CH:13][C:5]2[S:6][C:7]([C:9]([O:11]C)=[O:10])=[CH:8][C:4]=2[CH:3]=1.O.[OH-].[Li+].O. (5) Given the product [CH3:47][N:48]([CH3:49])[C:44](=[O:45])[CH2:43][N:23]1[C:24](=[O:42])[C:25]2[CH:30]=[N:29][C:28]3[N:31]([CH2:34][O:35][CH2:36][CH2:37][Si:38]([CH3:39])([CH3:41])[CH3:40])[CH:32]=[CH:33][C:27]=3[C:26]=2[N:21]([C@H:18]2[CH2:19][CH2:20][C@H:15]([CH2:14][N:8]([CH2:9][C:10]([F:13])([F:11])[F:12])[C:6](=[O:7])[O:5][C:1]([CH3:4])([CH3:3])[CH3:2])[CH2:16][CH2:17]2)[CH2:22]1, predict the reactants needed to synthesize it. The reactants are: [C:1]([O:5][C:6]([N:8]([CH2:14][C@H:15]1[CH2:20][CH2:19][C@H:18]([N:21]2[C:26]3[C:27]4[CH:33]=[CH:32][N:31]([CH2:34][O:35][CH2:36][CH2:37][Si:38]([CH3:41])([CH3:40])[CH3:39])[C:28]=4[N:29]=[CH:30][C:25]=3[C:24](=[O:42])[N:23]([CH2:43][C:44](O)=[O:45])[CH2:22]2)[CH2:17][CH2:16]1)[CH2:9][C:10]([F:13])([F:12])[F:11])=[O:7])([CH3:4])([CH3:3])[CH3:2].[CH3:47][NH:48][CH3:49].CN(C(ON1N=NC2C=CC=NC1=2)=[N+](C)C)C.F[P-](F)(F)(F)(F)F.C(N(CC)C(C)C)(C)C.[Cl-].[NH4+]. (6) Given the product [F:19][C:18]([F:21])([F:20])[C:16]([C:7]1[C:6]2[C:10](=[C:2]([F:1])[CH:3]=[CH:4][C:5]=2[O:11][C:12]([F:15])([F:13])[F:14])[NH:9][CH:8]=1)=[O:17], predict the reactants needed to synthesize it. The reactants are: [F:1][C:2]1[CH:3]=[CH:4][C:5]([O:11][C:12]([F:15])([F:14])[F:13])=[C:6]2[C:10]=1[NH:9][CH:8]=[CH:7]2.[C:16](O[C:16]([C:18]([F:21])([F:20])[F:19])=[O:17])([C:18]([F:21])([F:20])[F:19])=[O:17].